This data is from Full USPTO retrosynthesis dataset with 1.9M reactions from patents (1976-2016). The task is: Predict the reactants needed to synthesize the given product. (1) The reactants are: [N:1]([CH2:4][C:5]1([OH:14])[CH2:10][CH2:9][CH2:8][N:7]2[CH:11]=[N:12][CH:13]=[C:6]12)=[N+]=[N-].[H][H]. Given the product [NH2:1][CH2:4][C:5]1([OH:14])[CH2:10][CH2:9][CH2:8][N:7]2[CH:11]=[N:12][CH:13]=[C:6]12, predict the reactants needed to synthesize it. (2) Given the product [C:27]([NH:1][C:2]1[CH:7]=[CH:6][C:5]([C:8]2[N:12]([CH:13]3[CH2:17][CH2:16][CH2:15][CH2:14]3)[C:11]3[CH:18]=[CH:19][C:20]([C:22]([O:24][CH2:25][CH3:26])=[O:23])=[CH:21][C:10]=3[N:9]=2)=[CH:4][CH:3]=1)(=[O:34])[C:28]1[CH:33]=[CH:32][CH:31]=[CH:30][CH:29]=1, predict the reactants needed to synthesize it. The reactants are: [NH2:1][C:2]1[CH:7]=[CH:6][C:5]([C:8]2[N:12]([CH:13]3[CH2:17][CH2:16][CH2:15][CH2:14]3)[C:11]3[CH:18]=[CH:19][C:20]([C:22]([O:24][CH2:25][CH3:26])=[O:23])=[CH:21][C:10]=3[N:9]=2)=[CH:4][CH:3]=1.[C:27](Cl)(=[O:34])[C:28]1[CH:33]=[CH:32][CH:31]=[CH:30][CH:29]=1. (3) Given the product [CH:17]1([N:16]([CH:14]([C:12]2[CH:11]=[CH:10][N:9]=[C:8]([C:5]3[CH:6]=[CH:7][C:2]([F:1])=[CH:3][CH:4]=3)[CH:13]=2)[CH3:15])[C:27]([C:25]2[N:24]=[CH:23][N:22]([CH3:21])[CH:26]=2)=[O:28])[CH2:20][CH2:19][CH2:18]1, predict the reactants needed to synthesize it. The reactants are: [F:1][C:2]1[CH:7]=[CH:6][C:5]([C:8]2[CH:13]=[C:12]([CH:14]([NH:16][CH:17]3[CH2:20][CH2:19][CH2:18]3)[CH3:15])[CH:11]=[CH:10][N:9]=2)=[CH:4][CH:3]=1.[CH3:21][N:22]1[CH:26]=[C:25]([C:27](Cl)=[O:28])[N:24]=[CH:23]1.C(N(CC)CC)C.O. (4) Given the product [C:21]([O:20][C:18]([N:12]1[CH2:17][CH2:16][N:15]([C:2]2[CH:3]=[CH:4][C:5]([N+:9]([O-:11])=[O:10])=[C:6]([CH3:8])[N:7]=2)[CH2:14][CH2:13]1)=[O:19])([CH3:24])([CH3:22])[CH3:23], predict the reactants needed to synthesize it. The reactants are: Cl[C:2]1[N:7]=[C:6]([CH3:8])[C:5]([N+:9]([O-:11])=[O:10])=[CH:4][CH:3]=1.[N:12]1([C:18]([O:20][C:21]([CH3:24])([CH3:23])[CH3:22])=[O:19])[CH2:17][CH2:16][NH:15][CH2:14][CH2:13]1.C(N(CC)CC)C.O. (5) Given the product [CH2:28]([C@H:10]1[CH2:9][NH:8][CH2:12][C@@H:11]1[CH2:13][N:14]([C:21]1[CH:22]=[CH:23][C:24]([Cl:27])=[CH:25][CH:26]=1)[CH:15]1[CH2:16][CH2:17][CH2:18][CH2:19][CH2:20]1)[C:29]1[CH:30]=[CH:31][CH:32]=[CH:33][CH:34]=1, predict the reactants needed to synthesize it. The reactants are: C(OC([N:8]1[CH2:12][C@H:11]([CH2:13][N:14]([C:21]2[CH:26]=[CH:25][C:24]([Cl:27])=[CH:23][CH:22]=2)[CH:15]2[CH2:20][CH2:19][CH2:18][CH2:17][CH2:16]2)[C@@H:10]([CH2:28][C:29]2[CH:34]=[CH:33][CH:32]=[CH:31][CH:30]=2)[CH2:9]1)=O)(C)(C)C.FC(F)(F)C(O)=O.